From a dataset of NCI-60 drug combinations with 297,098 pairs across 59 cell lines. Regression. Given two drug SMILES strings and cell line genomic features, predict the synergy score measuring deviation from expected non-interaction effect. Drug 1: CC(CN1CC(=O)NC(=O)C1)N2CC(=O)NC(=O)C2. Drug 2: CC1=CC2C(CCC3(C2CCC3(C(=O)C)OC(=O)C)C)C4(C1=CC(=O)CC4)C. Cell line: A498. Synergy scores: CSS=30.1, Synergy_ZIP=1.56, Synergy_Bliss=6.15, Synergy_Loewe=8.36, Synergy_HSA=9.05.